This data is from CYP1A2 inhibition data for predicting drug metabolism from PubChem BioAssay. The task is: Regression/Classification. Given a drug SMILES string, predict its absorption, distribution, metabolism, or excretion properties. Task type varies by dataset: regression for continuous measurements (e.g., permeability, clearance, half-life) or binary classification for categorical outcomes (e.g., BBB penetration, CYP inhibition). Dataset: cyp1a2_veith. (1) The drug is CCc1ccc(-c2cc(C(F)(F)F)n3nc(C(=O)Nc4cnn(Cc5ccccc5C)c4)cc3n2)s1. The result is 0 (non-inhibitor). (2) The compound is COC(=O)c1ccccc1OCC(=O)N1CCN(c2ccc(OC)cc2)CC1. The result is 0 (non-inhibitor).